Dataset: Forward reaction prediction with 1.9M reactions from USPTO patents (1976-2016). Task: Predict the product of the given reaction. (1) Given the reactants C([N:8]1[CH2:12][C@@H:11]([CH3:13])[C@@:10]([CH2:29][C:30]([O:32][C:33]([CH3:36])([CH3:35])[CH3:34])=[O:31])([C:14](=[O:28])[NH:15][CH:16]2[CH2:21][CH2:20][N:19]([CH2:22][CH:23]([F:27])[CH2:24][CH2:25][CH3:26])[CH2:18][CH2:17]2)[CH2:9]1)C1C=CC=CC=1.CO.Br[CH2:40][C:41]1[C:46]([C:47]([F:50])([F:49])[F:48])=[CH:45][CH:44]=[CH:43][C:42]=1[Cl:51].C(=O)([O-])[O-].[K+].[K+], predict the reaction product. The product is: [Cl:51][C:42]1[CH:43]=[CH:44][CH:45]=[C:46]([C:47]([F:50])([F:49])[F:48])[C:41]=1[CH2:40][N:8]1[CH2:12][C@@H:11]([CH3:13])[C@@:10]([CH2:29][C:30]([O:32][C:33]([CH3:35])([CH3:34])[CH3:36])=[O:31])([C:14](=[O:28])[NH:15][CH:16]2[CH2:21][CH2:20][N:19]([CH2:22][CH:23]([F:27])[CH2:24][CH2:25][CH3:26])[CH2:18][CH2:17]2)[CH2:9]1. (2) Given the reactants N1C(C)=CC=CC=1C.[Br:9][C:10]1[CH:11]=[C:12]([CH2:16][CH2:17][NH2:18])[CH:13]=[CH:14][CH:15]=1.[O:19](C(C(F)(F)F)=O)[C:20]([C:22]([F:25])([F:24])[F:23])=O.C([O-])(O)=O.[Na+], predict the reaction product. The product is: [Br:9][C:10]1[CH:11]=[C:12]([CH:13]=[CH:14][CH:15]=1)[CH2:16][CH2:17][NH:18][C:20](=[O:19])[C:22]([F:25])([F:24])[F:23]. (3) Given the reactants [NH2:1][C:2]1[CH:3]=[C:4]([CH:7]=[CH:8][CH:9]=1)[CH2:5][OH:6].Cl[C:11]([O:13][CH2:14][CH2:15][O:16][CH3:17])=[O:12].C(OCC)(=O)C, predict the reaction product. The product is: [CH3:17][O:16][CH2:15][CH2:14][O:13][C:11]([NH:1][C:2]1[CH:3]=[C:4]([CH:7]=[CH:8][CH:9]=1)[CH2:5][OH:6])=[O:12]. (4) Given the reactants C[Si](C)(C)[N-][Si](C)(C)C.[Li+].[C:11]([O:15][C:16]([NH:18][C@H:19]1[CH2:23][C@@H:22]([C:24]([O:26][CH3:27])=[O:25])[CH:21]=[CH:20]1)=[O:17])([CH3:14])([CH3:13])[CH3:12].[CH:28](I)([CH3:30])[CH3:29], predict the reaction product. The product is: [C:11]([O:15][C:16]([NH:18][C@H:19]1[CH2:23][C@@:22]([CH:28]([CH3:30])[CH3:29])([C:24]([O:26][CH3:27])=[O:25])[CH:21]=[CH:20]1)=[O:17])([CH3:14])([CH3:13])[CH3:12]. (5) The product is: [C:1]([C:3]1[C:4]([CH3:28])=[C:5]([CH:10]2[O:26][CH2:25][C@@H:13]3[CH2:14][N:15]([C:18]([O:20][C:21]([CH3:24])([CH3:23])[CH3:22])=[O:19])[CH2:16][CH2:17][N:12]3[CH2:11]2)[CH:6]=[CH:7][C:8]=1[F:9])#[N:2]. Given the reactants [C:1]([C:3]1[C:4]([CH3:28])=[C:5]([CH:10](O)[CH2:11][N:12]2[CH2:17][CH2:16][N:15]([C:18]([O:20][C:21]([CH3:24])([CH3:23])[CH3:22])=[O:19])[CH2:14][C@H:13]2[CH2:25][OH:26])[CH:6]=[CH:7][C:8]=1[F:9])#[N:2].C(C=P(CCCC)(CCCC)CCCC)#N, predict the reaction product. (6) Given the reactants [F:1][C:2]1([F:21])[CH2:20][C:6]2[S:7][C:8]([NH2:19])=[C:9]([C:10]3[O:14][N:13]=[C:12]([C:15]([F:18])([F:17])[F:16])[N:11]=3)[C:5]=2[CH2:4][CH2:3]1.[C:22]12[C:30](=[O:31])[O:29][C:27](=[O:28])[C:23]=1[CH2:24][CH2:25][CH2:26]2, predict the reaction product. The product is: [F:21][C:2]1([F:1])[CH2:20][C:6]2[S:7][C:8]([NH:19][C:30]([C:22]3[CH2:26][CH2:25][CH2:24][C:23]=3[C:27]([OH:29])=[O:28])=[O:31])=[C:9]([C:10]3[O:14][N:13]=[C:12]([C:15]([F:17])([F:18])[F:16])[N:11]=3)[C:5]=2[CH2:4][CH2:3]1. (7) Given the reactants [OH:1][C:2]1[C:11]2[C:6](=[CH:7][CH:8]=[CH:9][CH:10]=2)[N:5]=[C:4]([C:12]([OH:14])=O)[CH:3]=1.[CH2:15]([O:19][C:20]([N:22]1[CH2:27][CH2:26][N:25]([C:28](=[O:31])[CH2:29][NH2:30])[CH2:24][CH2:23]1)=[O:21])[CH2:16][CH2:17][CH3:18].C1C=CC2N(O)N=NC=2C=1.C(Cl)CCl, predict the reaction product. The product is: [CH2:15]([O:19][C:20]([N:22]1[CH2:23][CH2:24][N:25]([C:28](=[O:31])[CH2:29][NH:30][C:12]([C:4]2[CH:3]=[C:2]([OH:1])[C:11]3[C:6](=[CH:7][CH:8]=[CH:9][CH:10]=3)[N:5]=2)=[O:14])[CH2:26][CH2:27]1)=[O:21])[CH2:16][CH2:17][CH3:18]. (8) Given the reactants I[C:2]1[CH:3]=[C:4]([CH3:8])[CH:5]=[CH:6][CH:7]=1.[C:9]([C:11]1[C:12]([NH:17][C:18](=[O:23])[CH2:19][CH2:20][C:21]#[CH:22])=[N:13][CH:14]=[CH:15][CH:16]=1)#[N:10], predict the reaction product. The product is: [C:9]([C:11]1[C:12]([NH:17][C:18](=[O:23])[CH2:19][CH2:20][C:21]#[C:22][C:2]2[CH:3]=[C:4]([CH3:8])[CH:5]=[CH:6][CH:7]=2)=[N:13][CH:14]=[CH:15][CH:16]=1)#[N:10]. (9) Given the reactants [CH3:1][O:2][C:3](=[O:8])[CH2:4][CH2:5][C:6]#[CH:7].Br[C:10]1[CH:15]=[CH:14][C:13]([F:16])=[C:12]([N+:17]([O-:19])=[O:18])[CH:11]=1.C1(P(C2C=CC=CC=2)C2C=CC=CC=2)C=CC=CC=1, predict the reaction product. The product is: [CH3:1][O:2][C:3](=[O:8])[CH2:4][CH2:5][C:6]#[C:7][C:10]1[CH:15]=[CH:14][C:13]([F:16])=[C:12]([N+:17]([O-:19])=[O:18])[CH:11]=1.